This data is from Full USPTO retrosynthesis dataset with 1.9M reactions from patents (1976-2016). The task is: Predict the reactants needed to synthesize the given product. (1) Given the product [Br:10][C:11]1[N:16]2[N:17]=[C:18]([NH:20][C:1](=[O:8])[C:2]3[CH:7]=[CH:6][CH:5]=[CH:4][CH:3]=3)[N:19]=[C:15]2[CH:14]=[CH:13][CH:12]=1, predict the reactants needed to synthesize it. The reactants are: [C:1](Cl)(=[O:8])[C:2]1[CH:7]=[CH:6][CH:5]=[CH:4][CH:3]=1.[Br:10][C:11]1[N:16]2[N:17]=[C:18]([NH2:20])[N:19]=[C:15]2[CH:14]=[CH:13][CH:12]=1.N1C=CC=CC=1.C(OCC)C. (2) Given the product [CH3:15][O:14][C:7]1[CH:6]=[C:5]([S:2][CH3:1])[CH:10]=[CH:9][C:8]=1[C:11](=[O:13])[CH3:12], predict the reactants needed to synthesize it. The reactants are: [CH3:1][S-:2].[Na+].F[C:5]1[CH:10]=[CH:9][C:8]([C:11](=[O:13])[CH3:12])=[C:7]([O:14][CH3:15])[CH:6]=1.Cl. (3) Given the product [CH3:1][N:2]([CH3:15])[CH2:3][CH2:4][N:5]([C:6]1[CH:11]=[CH:10][C:9]([N+:12]([O-:14])=[O:13])=[CH:8][CH:7]=1)[CH:18]=[O:19], predict the reactants needed to synthesize it. The reactants are: [CH3:1][N:2]([CH3:15])[CH2:3][CH2:4][NH:5][C:6]1[CH:11]=[CH:10][C:9]([N+:12]([O-:14])=[O:13])=[CH:8][CH:7]=1.[OH-].[Na+].[CH:18](O)=[O:19].